This data is from Forward reaction prediction with 1.9M reactions from USPTO patents (1976-2016). The task is: Predict the product of the given reaction. (1) Given the reactants [CH3:1][C:2]1[CH:3]=[C:4]([OH:9])[CH:5]=[CH:6][C:7]=1[CH3:8].[I:10]I.S([O-])([O-])=O.[Na+].[Na+], predict the reaction product. The product is: [I:10][C:5]1[CH:6]=[C:7]([CH3:8])[C:2]([CH3:1])=[CH:3][C:4]=1[OH:9]. (2) The product is: [CH3:1][CH:2]1[CH2:3][CH2:4][N:5]([C:8]([O:10][C:11]2[C:19]3[C:14](=[N:15][C:16]([OH:21])=[CH:17][C:18]=3[CH3:20])[N:13]([C:30]([N:27]3[CH2:26][CH2:25][CH:24]([C:23]([F:33])([F:22])[F:34])[CH2:29][CH2:28]3)=[O:31])[N:12]=2)=[O:9])[CH2:6][CH2:7]1. Given the reactants [CH3:1][CH:2]1[CH2:7][CH2:6][N:5]([C:8]([O:10][C:11]2[C:19]3[C:14](=[N:15][C:16]([OH:21])=[CH:17][C:18]=3[CH3:20])[NH:13][N:12]=2)=[O:9])[CH2:4][CH2:3]1.[F:22][C:23]([F:34])([F:33])[CH:24]1[CH2:29][CH2:28][N:27]([C:30](Cl)=[O:31])[CH2:26][CH2:25]1, predict the reaction product. (3) Given the reactants Cl.[CH3:2][NH:3][C:4](=[O:14])[C@H:5]([CH2:7][C:8]1[CH:13]=[CH:12][CH:11]=[CH:10][CH:9]=1)[NH2:6].[C:15](N1C=CN=C1)(N1C=CN=C1)=[O:16].N1C=CN=C1.[OH:32][CH2:33][CH2:34][NH:35][CH2:36][CH2:37][CH:38]([CH3:40])[CH3:39], predict the reaction product. The product is: [OH:32][CH2:33][CH2:34][N:35]([CH2:36][CH2:37][CH:38]([CH3:40])[CH3:39])[C:15](=[O:16])[NH:6][C@@H:5]([CH2:7][C:8]1[CH:13]=[CH:12][CH:11]=[CH:10][CH:9]=1)[C:4]([NH:3][CH3:2])=[O:14]. (4) Given the reactants [CH3:1][O:2][C:3]1[CH:4]=[C:5]([CH2:19][C:20]([O:22]C(C)(C)C)=[O:21])[CH:6]=[CH:7][C:8]=1[NH:9][C:10]([NH:12][C:13]1[CH:18]=[CH:17][CH:16]=[CH:15][CH:14]=1)=[O:11], predict the reaction product. The product is: [CH3:1][O:2][C:3]1[CH:4]=[C:5]([CH2:19][C:20]([OH:22])=[O:21])[CH:6]=[CH:7][C:8]=1[NH:9][C:10]([NH:12][C:13]1[CH:18]=[CH:17][CH:16]=[CH:15][CH:14]=1)=[O:11]. (5) Given the reactants C([O:8][C:9]1[C:10]([O:22][CH3:23])=[CH:11][C:12]([C:20]#[N:21])=[C:13]([N:15]=[CH:16][N:17]([CH3:19])[CH3:18])[CH:14]=1)C1C=CC=CC=1.FC(F)(F)C([O-])=O, predict the reaction product. The product is: [C:20]([C:12]1[CH:11]=[C:10]([O:22][CH3:23])[C:9]([OH:8])=[CH:14][C:13]=1[N:15]=[CH:16][N:17]([CH3:18])[CH3:19])#[N:21]. (6) Given the reactants [ClH:1].Cl.[F:3][C:4]1[CH:9]=[CH:8][C:7]([N:10]([CH:30]2[CH2:35][CH2:34][NH:33][CH2:32][CH2:31]2)[CH2:11][C:12]2[CH:13]=[C:14]([C:18]3[CH:23]=[C:22]([O:24][CH3:25])[C:21]([O:26][CH3:27])=[C:20]([O:28][CH3:29])[CH:19]=3)[CH:15]=[N:16][CH:17]=2)=[CH:6][CH:5]=1.[Cl:36][CH2:37][C:38]1[CH:43]=[CH:42][N:41]=[C:40]([C:44]2[CH:49]=[CH:48][C:47]([O:50][CH3:51])=[C:46]([O:52][CH3:53])[CH:45]=2)[CH:39]=1, predict the reaction product. The product is: [ClH:36].[ClH:1].[ClH:36].[F:3][C:4]1[CH:5]=[CH:6][C:7]([N:10]([CH:30]2[CH2:31][CH2:32][N:33]([CH2:37][C:38]3[CH:43]=[CH:42][N:41]=[C:40]([C:44]4[CH:49]=[CH:48][C:47]([O:50][CH3:51])=[C:46]([O:52][CH3:53])[CH:45]=4)[CH:39]=3)[CH2:34][CH2:35]2)[CH2:11][C:12]2[CH:13]=[C:14]([C:18]3[CH:19]=[C:20]([O:28][CH3:29])[C:21]([O:26][CH3:27])=[C:22]([O:24][CH3:25])[CH:23]=3)[CH:15]=[N:16][CH:17]=2)=[CH:8][CH:9]=1.